Dataset: Full USPTO retrosynthesis dataset with 1.9M reactions from patents (1976-2016). Task: Predict the reactants needed to synthesize the given product. (1) Given the product [F:25][C:2]1([F:1])[CH2:4][CH:3]1[CH2:5][N:6]1[C:14]2[C:9](=[N:10][C:11]([C:15]3[CH2:16][CH:17]4[CH2:21][N:20]([C:31]([C:28]5[CH:29]=[CH:30][O:26][N:27]=5)=[O:32])[CH2:19][CH:18]4[CH:22]=3)=[CH:12][CH:13]=2)[N:8]([CH3:23])[C:7]1=[O:24], predict the reactants needed to synthesize it. The reactants are: [F:1][C:2]1([F:25])[CH2:4][CH:3]1[CH2:5][N:6]1[C:14]2[C:9](=[N:10][C:11]([C:15]3[CH2:16][CH:17]4[CH2:21][NH:20][CH2:19][CH:18]4[CH:22]=3)=[CH:12][CH:13]=2)[N:8]([CH3:23])[C:7]1=[O:24].[O:26]1[CH:30]=[CH:29][C:28]([C:31](O)=[O:32])=[N:27]1.CCN(C(C)C)C(C)C.CN(C(ON1N=NC2C=CC=NC1=2)=[N+](C)C)C.F[P-](F)(F)(F)(F)F. (2) The reactants are: [F:1][C:2]1[C:7]([F:8])=[CH:6][CH:5]=[CH:4][C:3]=1[C:9]1[CH:10]=[C:11]2[C:16](=[CH:17][CH:18]=1)[N:15]=[C:14]([C:19]1[CH:20]=[N:21][CH:22]=[CH:23][CH:24]=1)[N:13]=[C:12]2[N:25]1[C:33]2[C:28](=[CH:29][C:30]([N+:34]([O-])=O)=[CH:31][CH:32]=2)[CH2:27][CH2:26]1. Given the product [F:1][C:2]1[C:7]([F:8])=[CH:6][CH:5]=[CH:4][C:3]=1[C:9]1[CH:10]=[C:11]2[C:16](=[CH:17][CH:18]=1)[N:15]=[C:14]([C:19]1[CH:20]=[N:21][CH:22]=[CH:23][CH:24]=1)[N:13]=[C:12]2[N:25]1[C:33]2[C:28](=[CH:29][C:30]([NH2:34])=[CH:31][CH:32]=2)[CH2:27][CH2:26]1, predict the reactants needed to synthesize it.